From a dataset of Reaction yield outcomes from USPTO patents with 853,638 reactions. Predict the reaction yield, written as a fraction of the theoretical maximum amount of product (1.0 means a 100% yield; for example, 0.34 means a 34% yield). (1) The reactants are CS(O[C:6]1[CH:11]=[CH:10][CH:9]=[C:8]([C:12]2[S:13][C:14]3[CH:22]=[CH:21][CH:20]=[CH:19][C:15]=3[C:16](=[O:18])[N:17]=2)[N:7]=1)(=O)=O.[CH2:23]([N:25]([CH2:28][CH3:29])[CH2:26][CH3:27])C.[C:30]1([CH:36]2CCNCC2)[CH:35]=[CH:34][CH:33]=[CH:32][CH:31]=1.C(OCC)(=O)C. The catalyst is CN(C=O)C.O. The product is [C:30]1([CH:36]2[CH2:29][CH2:28][N:25]([CH2:23][C:6]3[N:7]=[C:8]([C:12]4[S:13][C:14]5[CH:22]=[CH:21][CH:20]=[CH:19][C:15]=5[C:16](=[O:18])[N:17]=4)[CH:9]=[CH:10][CH:11]=3)[CH2:26][CH2:27]2)[CH:35]=[CH:34][CH:33]=[CH:32][CH:31]=1. The yield is 0.760. (2) The catalyst is C(Cl)Cl.C(O)(C(F)(F)F)=O. The yield is 0.240. The reactants are COC1C=C(OC)C=CC=1C[N:6]1[C:14]([C:15]2[CH:20]=[CH:19][N:18]=[CH:17][CH:16]=2)=[N:13][C:12]2[C:7]1=[N:8][C:9]([NH:21][C:22]1[CH:27]=[CH:26][C:25]([F:28])=[CH:24][CH:23]=1)=[N:10][CH:11]=2.[SiH](CC)(CC)CC. The product is [F:28][C:25]1[CH:26]=[CH:27][C:22]([NH:21][C:9]2[N:8]=[C:7]3[C:12]([N:13]=[C:14]([C:15]4[CH:20]=[CH:19][N:18]=[CH:17][CH:16]=4)[NH:6]3)=[CH:11][N:10]=2)=[CH:23][CH:24]=1. (3) The yield is 0.670. The reactants are [N+](C1C=CC(S(Cl)(=O)=O)=CC=1)([O-])=O.[N+:14]([C:17]1[CH:22]=[CH:21][C:20]([S:23]([O:26][CH:27]2[CH2:32]C[CH2:30][N:29]([C:33]([O:35][C:36]([CH3:39])([CH3:38])[CH3:37])=[O:34])[CH2:28]2)(=[O:25])=[O:24])=[CH:19][CH:18]=1)([O-:16])=[O:15]. The product is [N+:14]([C:17]1[CH:22]=[CH:21][C:20]([S:23]([O:26][C@H:27]2[CH2:32][CH2:30][N:29]([C:33]([O:35][C:36]([CH3:38])([CH3:39])[CH3:37])=[O:34])[CH2:28]2)(=[O:24])=[O:25])=[CH:19][CH:18]=1)([O-:16])=[O:15]. No catalyst specified. (4) The reactants are [CH2:1]([NH:8][C:9](=[O:14])[CH:10]([Br:13])[CH2:11]Br)[C:2]1[CH:7]=[CH:6][CH:5]=[CH:4][CH:3]=1.[OH-:15].[Na+].Cl.[CH3:18]O. The catalyst is C1(C)C=CC=CC=1. The product is [CH2:1]([NH:8][C:9](=[O:14])[CH:10]([Br:13])[CH2:11][O:15][CH3:18])[C:2]1[CH:7]=[CH:6][CH:5]=[CH:4][CH:3]=1. The yield is 0.976.